From a dataset of Full USPTO retrosynthesis dataset with 1.9M reactions from patents (1976-2016). Predict the reactants needed to synthesize the given product. (1) Given the product [NH2:5][C:6]1[C:15](=[O:16])[C:14]2[N:13]=[C:12]([CH3:17])[CH:11]=[CH:10][C:9]=2[C:8](=[O:18])[C:7]=1[Cl:1], predict the reactants needed to synthesize it. The reactants are: [ClH:1].C([NH:5][C:6]1[C:15](=[O:16])[C:14]2[N:13]=[C:12]([CH3:17])[CH:11]=[CH:10][C:9]=2[C:8](=[O:18])[CH:7]=1)(=O)C.C(=O)(O)[O-].[Na+]. (2) Given the product [Cl:38][C:39]1[CH:40]=[CH:41][C:42]([CH2:43][N:44]2[C:52]3[C:47](=[CH:48][CH:49]=[CH:50][CH:51]=3)[C:46]([OH:53])([C:3]3[CH:4]=[CH:5][CH:6]=[CH:7][C:8]=3[O:9][CH3:1])[C:45]2=[O:54])=[CH:55][CH:56]=1, predict the reactants needed to synthesize it. The reactants are: [CH2:1]1[O:9][C:8]2[C:3](=[CH:4][CH:5]=[C-:6][CH:7]=2)O1.[Mg+2].[Br-].COC1C=CC=CC=1[Mg]Br.C(N1C2C(=CC=CC=2)C(=O)C1=O)CCCC.[Cl:38][C:39]1[CH:56]=[CH:55][C:42]([CH2:43][N:44]2[C:52]3[C:47](=[CH:48][CH:49]=[CH:50][CH:51]=3)[C:46](=[O:53])[C:45]2=[O:54])=[CH:41][CH:40]=1. (3) The reactants are: Cl[C:2]([CH3:5])([CH3:4])[CH3:3].[Mg].C([Mg]Cl)(C)(C)C.[C:13]([CH2:17][C:18](Cl)=[O:19])([CH3:16])([CH3:15])[CH3:14]. Given the product [CH3:3][C:2]([CH3:5])([C:18](=[O:19])[CH2:17][C:13]([CH3:16])([CH3:15])[CH3:14])[CH3:4], predict the reactants needed to synthesize it.